This data is from Full USPTO retrosynthesis dataset with 1.9M reactions from patents (1976-2016). The task is: Predict the reactants needed to synthesize the given product. Given the product [CH3:1][S:2]([C:5]1[CH:6]=[CH:7][C:8]([O:9][CH2:10][CH2:11][C@H:12]([CH:14]2[CH2:19][CH2:18][N:17]([C:20]3[O:30][N:29]=[C:27]([CH2:26][CH2:25][OH:24])[N:21]=3)[CH2:16][CH2:15]2)[CH3:13])=[CH:22][CH:23]=1)(=[O:4])=[O:3], predict the reactants needed to synthesize it. The reactants are: [CH3:1][S:2]([C:5]1[CH:23]=[CH:22][C:8]([O:9][CH2:10][CH2:11][C@H:12]([CH:14]2[CH2:19][CH2:18][N:17]([C:20]#[N:21])[CH2:16][CH2:15]2)[CH3:13])=[CH:7][CH:6]=1)(=[O:4])=[O:3].[OH:24][CH2:25][CH2:26][C:27]([NH:29][OH:30])=N.